From a dataset of Forward reaction prediction with 1.9M reactions from USPTO patents (1976-2016). Predict the product of the given reaction. (1) Given the reactants [CH3:1][C:2]([CH3:31])([CH3:30])[CH2:3][C:4]([NH:6][C:7]1[C:8]([CH3:29])=[C:9](B(O)O)[C:10]2[O:14][CH2:13][CH:12]([C:15]3[CH:20]=[CH:19][C:18]([CH:21]([CH3:23])[CH3:22])=[CH:17][CH:16]=3)[C:11]=2[C:24]=1[CH3:25])=[O:5].Br[C:33]1[S:34][CH:35]=[CH:36][N:37]=1, predict the reaction product. The product is: [CH:21]([C:18]1[CH:19]=[CH:20][C:15]([CH:12]2[C:11]3[C:24]([CH3:25])=[C:7]([NH:6][C:4](=[O:5])[CH2:3][C:2]([CH3:31])([CH3:30])[CH3:1])[C:8]([CH3:29])=[C:9]([C:33]4[S:34][CH:35]=[CH:36][N:37]=4)[C:10]=3[O:14][CH2:13]2)=[CH:16][CH:17]=1)([CH3:23])[CH3:22]. (2) Given the reactants [N+:1]([CH3:4])([O-:3])=[O:2].[F-].[CH2:19]([N+]([CH2:19][CH2:20][CH2:21][CH3:22])([CH2:19][CH2:20][CH2:21][CH3:22])[CH2:19][CH2:20][CH2:21][CH3:22])[CH2:20][CH2:21][CH3:22].[C:23]([O:26][CH2:27][CH3:28])(=[O:25])[CH3:24], predict the reaction product. The product is: [N+:1]([CH2:4][C:19]1([CH2:24][C:23]([O:26][CH2:27][CH3:28])=[O:25])[CH2:20][CH:21]2[CH:22]1[CH2:19][CH2:20][CH2:21][CH2:22]2)([O-:3])=[O:2]. (3) Given the reactants [OH:1][C@H:2]([CH3:32])[C@H:3]([NH:9][C:10](=[O:31])[CH2:11][N:12]1[CH2:15][C:14]2([CH2:19][CH2:18][CH2:17][N:16]2C(OCC2C=CC=CC=2)=O)[C:13]1=[O:30])[C:4]1[O:5][CH:6]=[N:7][N:8]=1, predict the reaction product. The product is: [OH:1][C@H:2]([CH3:32])[C@H:3]([NH:9][C:10](=[O:31])[CH2:11][N:12]1[CH2:15][C:14]2([CH2:19][CH2:18][CH2:17][NH:16]2)[C:13]1=[O:30])[C:4]1[O:5][CH:6]=[N:7][N:8]=1. (4) Given the reactants [C:1]([O:5][C:6]([N:8]1[C:16]2[C:11](=[CH:12][CH:13]=[CH:14][CH:15]=2)[C:10]([CH2:17][C:18]([N:20]([C:36]([O:38][C:39]([CH3:42])([CH3:41])[CH3:40])=[O:37])[CH2:21][C:22]([C:24]2[C:34]3=[C:35]4[C:30](=[CH:31][CH:32]=[CH:33]3)[CH2:29][CH2:28][CH2:27][N:26]4[CH:25]=2)=O)=[O:19])=[CH:9]1)=[O:7])([CH3:4])([CH3:3])[CH3:2].C1CCN2C(=NCCC2)CC1, predict the reaction product. The product is: [C:1]([O:5][C:6]([N:8]1[C:16]2[C:11](=[CH:12][CH:13]=[CH:14][CH:15]=2)[C:10]([C:17]2[C:18](=[O:19])[N:20]([C:36]([O:38][C:39]([CH3:40])([CH3:41])[CH3:42])=[O:37])[CH2:21][C:22]=2[C:24]2[C:34]3=[C:35]4[C:30](=[CH:31][CH:32]=[CH:33]3)[CH2:29][CH2:28][CH2:27][N:26]4[CH:25]=2)=[CH:9]1)=[O:7])([CH3:3])([CH3:4])[CH3:2].